This data is from Full USPTO retrosynthesis dataset with 1.9M reactions from patents (1976-2016). The task is: Predict the reactants needed to synthesize the given product. (1) The reactants are: [OH:1][CH2:2][C@H:3]1CC[CH2:5][N:4]1[CH2:8][C:9]1[S:13][CH:12]=[C:11]([C:14]2[CH:15]=[C:16]3[C:20](=[C:21]([C:23]([NH2:25])=[O:24])[CH:22]=2)[NH:19][CH:18]=[C:17]3[CH:26]2[CH2:31][CH2:30][N:29]([S:32]([CH:35]([CH3:37])[CH3:36])(=[O:34])=[O:33])[CH2:28][CH2:27]2)[CH:10]=1.N1CCC[C@@H]1CO. Given the product [OH:1][CH2:2][CH2:3][N:4]([CH2:8][C:9]1[S:13][CH:12]=[C:11]([C:14]2[CH:15]=[C:16]3[C:20](=[C:21]([C:23]([NH2:25])=[O:24])[CH:22]=2)[NH:19][CH:18]=[C:17]3[CH:26]2[CH2:31][CH2:30][N:29]([S:32]([CH:35]([CH3:37])[CH3:36])(=[O:33])=[O:34])[CH2:28][CH2:27]2)[CH:10]=1)[CH3:5], predict the reactants needed to synthesize it. (2) Given the product [O:47]1[CH2:48][CH2:49][N:44]([C:2]2[N:7]=[C:6]([O:8][C:9]3[CH:37]=[CH:36][CH:35]=[CH:34][C:10]=3[CH2:11][NH:12][C:13]([NH:15][C:16]3[N:20]([C:21]4[CH:22]=[CH:23][C:24]([CH3:27])=[CH:25][CH:26]=4)[N:19]=[C:18]([C:28]4[CH:32]=[CH:31][O:30][C:29]=4[CH3:33])[CH:17]=3)=[O:14])[CH:5]=[CH:4][N:3]=2)[CH2:45][CH2:46]1, predict the reactants needed to synthesize it. The reactants are: Cl[C:2]1[N:7]=[C:6]([O:8][C:9]2[CH:37]=[CH:36][CH:35]=[CH:34][C:10]=2[CH2:11][NH:12][C:13]([NH:15][C:16]2[N:20]([C:21]3[CH:26]=[CH:25][C:24]([CH3:27])=[CH:23][CH:22]=3)[N:19]=[C:18]([C:28]3[CH:32]=[CH:31][O:30][C:29]=3[CH3:33])[CH:17]=2)=[O:14])[CH:5]=[CH:4][N:3]=1.C(=O)([O-])[O-].[Na+].[Na+].[NH:44]1[CH2:49][CH2:48][O:47][CH2:46][CH2:45]1. (3) Given the product [F:29][C:26]1[CH:27]=[C:28]2[C:23]([CH:22]=[CH:21][N:20]2[S:17]([C:15]2[CH:14]=[CH:13][C:12]([O:30][CH2:31][C:32]([F:33])([F:34])[F:35])=[C:11]([N:8]3[CH2:7][CH2:6][NH:5][CH2:10][CH2:9]3)[CH:16]=2)(=[O:19])=[O:18])=[CH:24][CH:25]=1, predict the reactants needed to synthesize it. The reactants are: ClC(Cl)(Cl)C([N:5]1[CH2:10][CH2:9][N:8]([C:11]2[CH:16]=[C:15]([S:17]([N:20]3[C:28]4[C:23](=[CH:24][CH:25]=[C:26]([F:29])[CH:27]=4)[CH:22]=[CH:21]3)(=[O:19])=[O:18])[CH:14]=[CH:13][C:12]=2[O:30][CH2:31][C:32]([F:35])([F:34])[F:33])[CH2:7][CH2:6]1)=O.[OH-].[K+]. (4) Given the product [F:1][C:2]1[CH:3]=[C:4]2[C:8](=[CH:9][CH:10]=1)[NH:7][CH:6]=[C:5]2[CH2:11][CH:12]([NH:15][C:16](=[O:28])[C:17]1[CH:22]=[C:21]([C:31]#[C:30][CH2:29][OH:32])[CH:20]=[CH:19][C:18]=1[O:24][CH2:25][CH2:26][CH3:27])[CH2:13][OH:14], predict the reactants needed to synthesize it. The reactants are: [F:1][C:2]1[CH:3]=[C:4]2[C:8](=[CH:9][CH:10]=1)[NH:7][CH:6]=[C:5]2[CH2:11][CH:12]([NH:15][C:16](=[O:28])[C:17]1[CH:22]=[C:21](I)[CH:20]=[CH:19][C:18]=1[O:24][CH2:25][CH2:26][CH3:27])[CH2:13][OH:14].[CH2:29]([OH:32])[C:30]#[CH:31].CCCC[N+](CCCC)(CCCC)CCCC.[F-]. (5) Given the product [Br:1][C:2]1[CH:3]=[C:4](/[CH:9]=[CH:10]/[C:11]([N:13]([C:15]2([C:28]([NH:29][CH2:30][CH2:31][C:32]3[C:40]4[C:35](=[CH:36][CH:37]=[C:38]([F:41])[CH:39]=4)[NH:34][CH:33]=3)=[O:42])[CH2:20][CH2:19][NH:18][CH2:17][CH2:16]2)[CH3:14])=[O:12])[CH:5]=[CH:6][C:7]=1[F:8], predict the reactants needed to synthesize it. The reactants are: [Br:1][C:2]1[CH:3]=[C:4](/[CH:9]=[CH:10]/[C:11]([N:13]([C:15]2([C:28](=[O:42])[NH:29][CH2:30][CH2:31][C:32]3[C:40]4[C:35](=[CH:36][CH:37]=[C:38]([F:41])[CH:39]=4)[NH:34][CH:33]=3)[CH2:20][CH2:19][N:18](C(OC(C)(C)C)=O)[CH2:17][CH2:16]2)[CH3:14])=[O:12])[CH:5]=[CH:6][C:7]=1[F:8].C(O)(C(F)(F)F)=O.C([O-])(O)=O.[Na+].[OH-].[Na+].